Dataset: NCI-60 drug combinations with 297,098 pairs across 59 cell lines. Task: Regression. Given two drug SMILES strings and cell line genomic features, predict the synergy score measuring deviation from expected non-interaction effect. (1) Drug 1: C1=NC2=C(N1)C(=S)N=CN2. Drug 2: C1C(C(OC1N2C=NC3=C2NC=NCC3O)CO)O. Cell line: PC-3. Synergy scores: CSS=24.0, Synergy_ZIP=-4.97, Synergy_Bliss=1.98, Synergy_Loewe=1.54, Synergy_HSA=2.74. (2) Drug 1: CC1OCC2C(O1)C(C(C(O2)OC3C4COC(=O)C4C(C5=CC6=C(C=C35)OCO6)C7=CC(=C(C(=C7)OC)O)OC)O)O. Drug 2: CC1=C(C=C(C=C1)C(=O)NC2=CC(=CC(=C2)C(F)(F)F)N3C=C(N=C3)C)NC4=NC=CC(=N4)C5=CN=CC=C5. Cell line: NCIH23. Synergy scores: CSS=47.2, Synergy_ZIP=-2.27, Synergy_Bliss=-1.37, Synergy_Loewe=-8.43, Synergy_HSA=-2.18. (3) Drug 1: CC1=C(C=C(C=C1)NC2=NC=CC(=N2)N(C)C3=CC4=NN(C(=C4C=C3)C)C)S(=O)(=O)N.Cl. Drug 2: C1=C(C(=O)NC(=O)N1)F. Cell line: CAKI-1. Synergy scores: CSS=36.0, Synergy_ZIP=7.30, Synergy_Bliss=6.33, Synergy_Loewe=11.0, Synergy_HSA=12.0. (4) Drug 1: C1=CC(=CC=C1C#N)C(C2=CC=C(C=C2)C#N)N3C=NC=N3. Drug 2: CCC(=C(C1=CC=CC=C1)C2=CC=C(C=C2)OCCN(C)C)C3=CC=CC=C3.C(C(=O)O)C(CC(=O)O)(C(=O)O)O. Cell line: MOLT-4. Synergy scores: CSS=7.10, Synergy_ZIP=2.16, Synergy_Bliss=3.23, Synergy_Loewe=-17.7, Synergy_HSA=-3.92. (5) Drug 1: CC12CCC(CC1=CCC3C2CCC4(C3CC=C4C5=CN=CC=C5)C)O. Drug 2: C1CCC(CC1)NC(=O)N(CCCl)N=O. Cell line: SK-MEL-28. Synergy scores: CSS=31.2, Synergy_ZIP=6.01, Synergy_Bliss=9.24, Synergy_Loewe=4.52, Synergy_HSA=6.95. (6) Drug 1: CC1C(C(=O)NC(C(=O)N2CCCC2C(=O)N(CC(=O)N(C(C(=O)O1)C(C)C)C)C)C(C)C)NC(=O)C3=C4C(=C(C=C3)C)OC5=C(C(=O)C(=C(C5=N4)C(=O)NC6C(OC(=O)C(N(C(=O)CN(C(=O)C7CCCN7C(=O)C(NC6=O)C(C)C)C)C)C(C)C)C)N)C. Drug 2: CCCCC(=O)OCC(=O)C1(CC(C2=C(C1)C(=C3C(=C2O)C(=O)C4=C(C3=O)C=CC=C4OC)O)OC5CC(C(C(O5)C)O)NC(=O)C(F)(F)F)O. Cell line: M14. Synergy scores: CSS=61.5, Synergy_ZIP=6.91, Synergy_Bliss=9.73, Synergy_Loewe=-23.8, Synergy_HSA=10.0. (7) Drug 1: C1CC(=O)NC(=O)C1N2CC3=C(C2=O)C=CC=C3N. Drug 2: CC1=CC=C(C=C1)C2=CC(=NN2C3=CC=C(C=C3)S(=O)(=O)N)C(F)(F)F. Cell line: A498. Synergy scores: CSS=2.91, Synergy_ZIP=-1.80, Synergy_Bliss=-2.71, Synergy_Loewe=-1.83, Synergy_HSA=-1.90. (8) Drug 1: CC1C(C(CC(O1)OC2CC(OC(C2O)C)OC3=CC4=CC5=C(C(=O)C(C(C5)C(C(=O)C(C(C)O)O)OC)OC6CC(C(C(O6)C)O)OC7CC(C(C(O7)C)O)OC8CC(C(C(O8)C)O)(C)O)C(=C4C(=C3C)O)O)O)O. Drug 2: C1C(C(OC1N2C=NC(=NC2=O)N)CO)O. Cell line: OVCAR3. Synergy scores: CSS=38.8, Synergy_ZIP=3.61, Synergy_Bliss=6.75, Synergy_Loewe=7.53, Synergy_HSA=6.34. (9) Drug 1: C1=CC(=CC=C1CC(C(=O)O)N)N(CCCl)CCCl.Cl. Drug 2: CN1C(=O)N2C=NC(=C2N=N1)C(=O)N. Cell line: UACC-257. Synergy scores: CSS=-0.666, Synergy_ZIP=3.06, Synergy_Bliss=6.47, Synergy_Loewe=-1.81, Synergy_HSA=0.592.